This data is from Forward reaction prediction with 1.9M reactions from USPTO patents (1976-2016). The task is: Predict the product of the given reaction. (1) Given the reactants [ClH:1].C([O:9][CH2:10][C:11]([N:13]([CH2:15][CH2:16][N:17]([CH3:19])[CH3:18])[CH3:14])=[O:12])C1C=CC=CC=1.[H][H], predict the reaction product. The product is: [CH3:18][N:17]([CH3:19])[CH2:16][CH2:15][N:13]([CH3:14])[C:11](=[O:12])[CH2:10][OH:9].[ClH:1]. (2) Given the reactants [NH2:1][C:2]1[CH:7]=[CH:6][CH:5]=[CH:4][CH:3]=1.[CH:8]([C:10]1[N:15]=[C:14]([C:16]([O:18][CH3:19])=[O:17])[CH:13]=[CH:12][CH:11]=1)=O.C(O)(=O)C.C(O[BH-](OC(=O)C)OC(=O)C)(=O)C.[Na+], predict the reaction product. The product is: [C:2]1([NH:1][CH2:8][C:10]2[N:15]=[C:14]([C:16]([O:18][CH3:19])=[O:17])[CH:13]=[CH:12][CH:11]=2)[CH:7]=[CH:6][CH:5]=[CH:4][CH:3]=1. (3) The product is: [ClH:18].[CH3:20][O:14][C:13]([C:5]12[CH2:11][CH:9]3[CH2:8][CH:7]([CH2:12][C:3]([NH2:2])([CH2:10]3)[CH2:4]1)[CH2:6]2)=[O:15]. Given the reactants Cl.[NH2:2][C:3]12[CH2:12][CH:7]3[CH2:8][CH:9]([CH2:11][C:5]([C:13]([OH:15])=[O:14])([CH2:6]3)[CH2:4]1)[CH2:10]2.S(Cl)([Cl:18])=O.[CH3:20]O, predict the reaction product. (4) The product is: [CH3:13][C:14]1([CH3:30])[C:18]([CH3:20])([CH3:19])[O:17][B:16]([C:2]2[CH:3]=[C:4]([C:8]3[O:9][CH:10]=[N:11][N:12]=3)[CH:5]=[CH:6][CH:7]=2)[O:15]1. Given the reactants Br[C:2]1[CH:3]=[C:4]([C:8]2[O:9][CH:10]=[N:11][N:12]=2)[CH:5]=[CH:6][CH:7]=1.[CH3:13][C:14]1([CH3:30])[C:18]([CH3:20])([CH3:19])[O:17][B:16]([B:16]2[O:17][C:18]([CH3:20])([CH3:19])[C:14]([CH3:30])([CH3:13])[O:15]2)[O:15]1.C([O-])(=O)C.[K+].CS(C)=O, predict the reaction product.